From a dataset of Peptide-MHC class I binding affinity with 185,985 pairs from IEDB/IMGT. Regression. Given a peptide amino acid sequence and an MHC pseudo amino acid sequence, predict their binding affinity value. This is MHC class I binding data. The peptide sequence is ETGFVIPEI. The MHC is HLA-A02:03 with pseudo-sequence HLA-A02:03. The binding affinity (normalized) is 0.103.